This data is from Full USPTO retrosynthesis dataset with 1.9M reactions from patents (1976-2016). The task is: Predict the reactants needed to synthesize the given product. (1) Given the product [Si:1]([O:8][C:9]1[CH:10]=[CH:11][C:12]([C:15]([CH:21]2[CH2:25][CH2:24][CH2:23][CH2:22]2)([CH3:20])[C:16]([O:18][CH:19]2[CH2:32][CH2:31][N:30]([CH3:33])[CH2:29][CH2:28]2)=[O:17])=[CH:13][CH:14]=1)([C:4]([CH3:7])([CH3:5])[CH3:6])([CH3:3])[CH3:2], predict the reactants needed to synthesize it. The reactants are: [Si:1]([O:8][C:9]1[CH:14]=[CH:13][C:12]([C:15]([CH:21]2[CH2:25][CH2:24][CH2:23][CH2:22]2)([CH3:20])[C:16]([O:18][CH3:19])=[O:17])=[CH:11][CH:10]=1)([C:4]([CH3:7])([CH3:6])[CH3:5])([CH3:3])[CH3:2].OC1[CH2:32][CH2:31][N:30]([CH3:33])[CH2:29][CH2:28]1. (2) Given the product [ClH:41].[Cl:41][C:21]1[CH:22]=[C:23]([NH:26][CH2:27][CH:28]2[CH2:29][CH2:30][NH:31][CH2:32][CH2:33]2)[CH:24]=[CH:25][C:20]=1[N:14]1[C:13]2[C:7]3[S:6][C:5]([NH:4][C:1](=[O:3])[CH3:2])=[N:9][C:8]=3[CH2:10][CH2:11][C:12]=2[C:16]([CH:17]2[CH2:18][CH2:19]2)=[N:15]1, predict the reactants needed to synthesize it. The reactants are: [C:1]([NH:4][C:5]1[S:6][C:7]2[C:13]3[N:14]([C:20]4[CH:25]=[CH:24][C:23]([NH:26][CH2:27][CH:28]5[CH2:33][CH2:32][N:31](C(OC(C)(C)C)=O)[CH2:30][CH2:29]5)=[CH:22][C:21]=4[Cl:41])[N:15]=[C:16]([CH:17]4[CH2:19][CH2:18]4)[C:12]=3[CH2:11][CH2:10][C:8]=2[N:9]=1)(=[O:3])[CH3:2].FC(F)(F)C(O)=O.P([O-])([O-])([O-])=O.